This data is from Forward reaction prediction with 1.9M reactions from USPTO patents (1976-2016). The task is: Predict the product of the given reaction. (1) Given the reactants C1C=C(Cl)C=C(C(OO)=[O:9])C=1.[CH:12]([O:15][C:16]1[CH:23]=[CH:22][C:19](C=O)=[CH:18][C:17]=1[O:24][CH3:25])([CH3:14])[CH3:13].CO.C([O-])([O-])=O.[K+].[K+], predict the reaction product. The product is: [CH:12]([O:15][C:16]1[CH:23]=[CH:22][C:19]([OH:9])=[CH:18][C:17]=1[O:24][CH3:25])([CH3:14])[CH3:13]. (2) The product is: [F:1][C:2]1[CH:7]=[CH:6][C:5]([C:8]2[O:9][C:10]3[CH:20]=[C:19]([N:21]([CH3:26])[S:22]([CH3:25])(=[O:23])=[O:24])[C:18]([C:27]([OH:31])=[O:28])=[CH:17][C:11]=3[C:12]=2[C:13](=[O:14])[NH:15][CH3:16])=[CH:4][CH:3]=1. Given the reactants [F:1][C:2]1[CH:7]=[CH:6][C:5]([C:8]2[O:9][C:10]3[CH:20]=[C:19]([N:21]([CH3:26])[S:22]([CH3:25])(=[O:24])=[O:23])[C:18]([CH:27]=[O:28])=[CH:17][C:11]=3[C:12]=2[C:13]([NH:15][CH3:16])=[O:14])=[CH:4][CH:3]=1.S(=O)(=O)([OH:31])N.[O-]Cl=O.[Na+].OS([O-])=O.[Na+], predict the reaction product.